Task: Predict the product of the given reaction.. Dataset: Forward reaction prediction with 1.9M reactions from USPTO patents (1976-2016) (1) Given the reactants [CH3:1][C:2]1[CH:11]=[C:10]2[C:5]([CH:6]=[CH:7][NH:8][C:9]2=[O:12])=[CH:4][C:3]=1[NH:13]C(=O)C.Cl, predict the reaction product. The product is: [NH2:13][C:3]1[CH:4]=[C:5]2[C:10](=[CH:11][C:2]=1[CH3:1])[C:9](=[O:12])[NH:8][CH:7]=[CH:6]2. (2) Given the reactants [CH2:1]([O:8][C:9]1[CH:14]=[CH:13][C:12]([S:15][C:16]2[CH:21]=[CH:20][C:19]([N+:22]([O-])=O)=[CH:18][C:17]=2[NH:25][C:26]2[C:27]3[CH:35]=[CH:34][C:33]([CH3:36])=[N:32][C:28]=3[N:29]=[CH:30][N:31]=2)=[CH:11][CH:10]=1)[C:2]1[CH:7]=[CH:6][CH:5]=[CH:4][CH:3]=1.[Cl-].[NH4+].O1CCCC1.O, predict the reaction product. The product is: [CH2:1]([O:8][C:9]1[CH:10]=[CH:11][C:12]([S:15][C:16]2[CH:21]=[CH:20][C:19]([NH2:22])=[CH:18][C:17]=2[NH:25][C:26]2[C:27]3[CH:35]=[CH:34][C:33]([CH3:36])=[N:32][C:28]=3[N:29]=[CH:30][N:31]=2)=[CH:13][CH:14]=1)[C:2]1[CH:3]=[CH:4][CH:5]=[CH:6][CH:7]=1. (3) Given the reactants [CH3:1][C:2]12[CH2:14][CH2:13][CH:12]3[C:7]([CH3:17])([CH2:8][CH2:9][CH2:10][C:11]3([CH3:16])[CH3:15])[CH:6]1[CH2:5][CH2:4][O:3]2.C[C@@]12[C@H:28]3CC[O:31][C@:27]3(C)[CH2:26][CH2:25][C@H]1C(C)(C)CCC2, predict the reaction product. The product is: [CH3:17][C@@:7]12[C@@H:6]([CH2:5][CH2:4][C@@:27]([OH:31])([CH:26]=[CH2:25])[CH3:28])[C@@:2]([OH:3])([CH3:1])[CH2:14][CH2:13][C@H:12]1[C:11]([CH3:15])([CH3:16])[CH2:10][CH2:9][CH2:8]2. (4) Given the reactants [Cl:1][C:2]1[CH:3]([OH:20])[CH:4]2[CH2:19][C:7]3([C:18]=1[C:17]1[CH:16]=[CH:15][C:14]4[NH:13][N:12]=[CH:11][C:10]=4[C:9]=1[CH2:8]3)[CH2:6][CH2:5]2, predict the reaction product. The product is: [Cl:1][C:2]1[C@H:3]([OH:20])[C@H:4]2[CH2:19][C@@:7]3([C:18]=1[C:17]1[CH:16]=[CH:15][C:14]4[NH:13][N:12]=[CH:11][C:10]=4[C:9]=1[CH2:8]3)[CH2:6][CH2:5]2. (5) Given the reactants CC(C1CC[C@H:15]2[C:6](=[CH:7][CH2:8][C@@H:9]3[C@:14]2([CH3:18])[CH2:13][CH2:12][CH2:11][C@:10]3([CH2:20]O)[CH3:19])C=1)C.CC(C1CC[C@H]2C(=CC[C@@H:30]3[C@:35]2(C)[CH2:34][CH2:33][CH2:32][C@:31]3([CH2:41][NH2:42])C)C=1)C.[CH3:43][C@:44]1(C(N)=O)[CH:57]2[C@@:48](C)(C3C(=C[CH2:56]2)C=C(C(C)C)CC3)C[CH2:46][CH2:45]1.CNC([C@@]1(C)C2[C@@](C)(C3C(=CC2)C=C(C(C)C)CC3)CCC1)=O.C[C@]1(CNC)C2[C@@](C)(C3C(=CC2)C=C(C(C)C)CC3)CCC1.C(N(CC)C([C@@]1(C)C2[C@@](C)(C3C(=CC2)C=C(C(C)C)CC3)CCC1)=O)C.C[C@]1(CN(CC)CC)C2[C@@](C)(C3C(=CC2)C=C(C(C)C)CC3)CCC1.CC(C1C=CC2C3(C)C(CCC=2C=1)C(CN)(C)CCC3)C.C[C@]1(CN)C2[C@@](C)(C3C(CC2)=CC(C(C)C)=CC=3)CCC1.C[C@]1(CNC(=O)C)C2[C@@](C)(C3C(CC2)=CC(C(C)C)=CC=3)CCC1.C[C@]1(CNC(=O)C(F)(F)F)C2[C@@](C)(C3C(CC2)=CC(C(C)C)=CC=3)CCC1.C(C1C=C2C([C@]3(C)C(CC2)[C@@](CNC(=O)C2C=CC=CC=2)(C)CCC3)=CC=1)(C)C, predict the reaction product. The product is: [CH2:41]([NH:42][CH2:15][C@@:14]1([CH3:18])[CH:9]2[C@@:10]([CH3:19])([C:20]3[C:6]([CH2:7][CH2:8]2)=[CH:43][C:44]([CH:57]([CH3:48])[CH3:56])=[CH:45][CH:46]=3)[CH2:11][CH2:12][CH2:13]1)[C:31]1[CH:32]=[CH:33][CH:34]=[CH:35][CH:30]=1. (6) Given the reactants [C:1]1([CH:7]2[NH:12][CH2:11][CH2:10][N:9]([CH2:13][C:14]3[CH:19]=[CH:18][C:17]([C:20]4[CH:25]=[C:24]([CH3:26])[CH:23]=[CH:22][C:21]=4[Cl:27])=[CH:16][CH:15]=3)[CH2:8]2)[CH:6]=[CH:5][CH:4]=[CH:3][CH:2]=1.[CH3:28][N:29]=[C:30]=[O:31], predict the reaction product. The product is: [C:28]1([NH:29][C:30]([N:12]2[CH2:11][CH2:10][N:9]([CH2:13][C:14]3[CH:19]=[CH:18][C:17]([C:20]4[CH:25]=[C:24]([CH3:26])[CH:23]=[CH:22][C:21]=4[Cl:27])=[CH:16][CH:15]=3)[CH2:8][CH:7]2[C:1]2[CH:2]=[CH:3][CH:4]=[CH:5][CH:6]=2)=[O:31])[CH:5]=[CH:6][CH:1]=[CH:2][CH:3]=1. (7) Given the reactants [CH2:1]([O:9][C:10]1[C:11](=[O:22])[O:12][C:13]2[CH:20]=[CH:19][CH:18]=[C:17]([OH:21])[C:14]=2[C:15]=1[OH:16])[CH2:2][CH2:3][CH2:4][CH2:5][CH2:6][CH2:7][CH3:8].Br[CH2:24][CH2:25][C:26]([O:28][CH2:29][CH3:30])=[O:27], predict the reaction product. The product is: [CH2:1]([O:9][C:10]1[C:11](=[O:22])[O:12][C:13]2[CH:20]=[CH:19][CH:18]=[C:17]([O:21][CH2:24][CH2:25][C:26]([O:28][CH2:29][CH3:30])=[O:27])[C:14]=2[C:15]=1[OH:16])[CH2:2][CH2:3][CH2:4][CH2:5][CH2:6][CH2:7][CH3:8]. (8) Given the reactants [CH2:1]([O:5][C:6]1[CH:7]=[C:8]([CH:11]=[CH:12][C:13]=1[OH:14])[CH:9]=O)[CH2:2][CH2:3][CH3:4].[Cl-].[CH3:16][O:17][CH:18]([P+](C1C=CC=CC=1)(C1C=CC=CC=1)C1C=CC=CC=1)[C:19]([O:21][CH3:22])=[O:20].C(N(CC)CC)C, predict the reaction product. The product is: [CH2:1]([O:5][C:6]1[CH:7]=[C:8](/[CH:9]=[C:18](\[O:17][CH3:16])/[C:19]([O:21][CH3:22])=[O:20])[CH:11]=[CH:12][C:13]=1[OH:14])[CH2:2][CH2:3][CH3:4]. (9) Given the reactants C(OC([N:8]1[CH2:20][C@@H:19]([CH3:21])[N:18]2[C@H:10]([CH2:11][C:12]3[C:17]2=[N:16][C:15]([Cl:22])=[C:14]([CH3:23])[CH:13]=3)[CH2:9]1)=O)(C)(C)C.FC(F)(F)C(O)=O, predict the reaction product. The product is: [Cl:22][C:15]1[N:16]=[C:17]2[C:12](=[CH:13][C:14]=1[CH3:23])[CH2:11][C@H:10]1[N:18]2[C@H:19]([CH3:21])[CH2:20][NH:8][CH2:9]1.